This data is from Forward reaction prediction with 1.9M reactions from USPTO patents (1976-2016). The task is: Predict the product of the given reaction. (1) Given the reactants [O:1]1[CH2:6][CH2:5][N:4]([C:7]2[C:8]([NH2:13])=[N:9][CH:10]=[CH:11][N:12]=2)[CH2:3][CH2:2]1.[Br:14][CH2:15][C:16](O)=[O:17], predict the reaction product. The product is: [O:1]1[CH2:6][CH2:5][N:4]([C:7]2[C:8]3[N:9]([CH:15]=[C:16]([OH:17])[N:13]=3)[CH:10]=[CH:11][N:12]=2)[CH2:3][CH2:2]1.[BrH:14]. (2) Given the reactants [CH3:1][Si](Cl)(C)C.[N+:6]([C:9]1[CH:10]=[C:11]([CH2:15][C:16]([OH:18])=[O:17])[CH:12]=[CH:13][CH:14]=1)([O-:8])=[O:7], predict the reaction product. The product is: [N+:6]([C:9]1[CH:10]=[C:11]([CH2:15][C:16]([O:18][CH3:1])=[O:17])[CH:12]=[CH:13][CH:14]=1)([O-:8])=[O:7]. (3) Given the reactants Br[CH2:2][C:3]1[CH:8]=[CH:7][CH:6]=[CH:5][C:4]=1[N+:9]([O-:11])=[O:10].[NH:12]1[CH2:16][CH2:15][CH2:14][CH2:13]1.C(N(CC)C(C)C)(C)C.C(OCC)(=O)C, predict the reaction product. The product is: [N+:9]([C:4]1[CH:5]=[CH:6][CH:7]=[CH:8][C:3]=1[CH2:2][N:12]1[CH2:16][CH2:15][CH2:14][CH2:13]1)([O-:11])=[O:10]. (4) The product is: [F:24][C:23]([F:26])([F:25])[C:21]([NH:1][C:2]1[CH:3]=[C:4]([CH2:8][C:9]([O:11][CH3:12])=[O:10])[CH:5]=[CH:6][CH:7]=1)=[O:22]. Given the reactants [NH2:1][C:2]1[CH:3]=[C:4]([CH2:8][C:9]([O:11][CH3:12])=[O:10])[CH:5]=[CH:6][CH:7]=1.CC1C=CC=C(C)N=1.[C:21](O[C:21]([C:23]([F:26])([F:25])[F:24])=[O:22])([C:23]([F:26])([F:25])[F:24])=[O:22], predict the reaction product. (5) Given the reactants Cl[C:2]1[C:11]2[C:6](=[CH:7][CH:8]=[C:9]([O:12][CH3:13])[CH:10]=2)[N:5]=[C:4]([C:14]2[CH:15]=[N:16][CH:17]=[CH:18][CH:19]=2)[N:3]=1.[Cl:20][C:21]1[N:26]=[C:25]([NH2:27])[CH:24]=[CH:23][CH:22]=1, predict the reaction product. The product is: [Cl:20][C:21]1[N:26]=[C:25]([NH:27][C:2]2[C:11]3[C:6](=[CH:7][CH:8]=[C:9]([O:12][CH3:13])[CH:10]=3)[N:5]=[C:4]([C:14]3[CH:15]=[N:16][CH:17]=[CH:18][CH:19]=3)[N:3]=2)[CH:24]=[CH:23][CH:22]=1. (6) Given the reactants Cl.[C:2]([C:6]1[CH:10]=[C:9]([NH2:11])[N:8]([C:12]2[CH:17]=[CH:16][C:15]([CH3:18])=[CH:14][CH:13]=2)[N:7]=1)([CH3:5])([CH3:4])[CH3:3].[OH-].[Na+].[C:21](Cl)(=[O:28])[O:22][CH2:23][C:24]([Cl:27])([Cl:26])[Cl:25], predict the reaction product. The product is: [C:2]([C:6]1[CH:10]=[C:9]([NH:11][C:21](=[O:28])[O:22][CH2:23][C:24]([Cl:27])([Cl:26])[Cl:25])[N:8]([C:12]2[CH:13]=[CH:14][C:15]([CH3:18])=[CH:16][CH:17]=2)[N:7]=1)([CH3:5])([CH3:4])[CH3:3].